From a dataset of Forward reaction prediction with 1.9M reactions from USPTO patents (1976-2016). Predict the product of the given reaction. (1) Given the reactants [CH:1]1([C:5]([C:7]2[CH:12]=[CH:11][CH:10]=[CH:9][N:8]=2)=O)[CH2:4][CH2:3][CH2:2]1.[BH3-]C#[N:15].[Na+], predict the reaction product. The product is: [CH:1]1([CH:5]([C:7]2[CH:12]=[CH:11][CH:10]=[CH:9][N:8]=2)[NH2:15])[CH2:4][CH2:3][CH2:2]1. (2) Given the reactants S(Cl)([Cl:4])(=O)=O.[C:6]([C:8]1[CH:28]=[CH:27][C:11]([O:12][CH:13]2[CH2:18][CH2:17][CH:16]([NH:19]C(=O)OC(C)(C)C)[CH2:15][CH2:14]2)=[CH:10][C:9]=1[F:29])#[N:7], predict the reaction product. The product is: [NH2:19][C@H:16]1[CH2:17][CH2:18][C@H:13]([O:12][C:11]2[C:27]([Cl:4])=[CH:28][C:8]([C:6]#[N:7])=[C:9]([F:29])[CH:10]=2)[CH2:14][CH2:15]1. (3) The product is: [Br:1][C:18]1[C:14]2[CH:13]=[CH:12][CH:11]=[C:10]([Br:9])[C:15]=2[S:16][CH:17]=1. Given the reactants [Br:1]N1C(=O)CCC1=O.[Br:9][C:10]1[C:15]2[S:16][CH:17]=[CH:18][C:14]=2[CH:13]=[CH:12][CH:11]=1, predict the reaction product. (4) Given the reactants [Br:1][C:2]1[C:3]([C:12]2[O:13][CH:14]=[CH:15][CH:16]=2)=[N:4][C:5]([NH2:11])=[N:6][C:7]=1[S:8]([CH3:10])=O.[CH2:17](S)C.C1CCN2C(=NCCC2)CC1, predict the reaction product. The product is: [Br:1][C:2]1[C:7]([S:8][CH2:10][CH3:17])=[N:6][C:5]([NH2:11])=[N:4][C:3]=1[C:12]1[O:13][CH:14]=[CH:15][CH:16]=1. (5) The product is: [C:1]([C:3]1[CH:11]=[CH:10][C:6]([C:7]([OH:9])=[O:8])=[CH:5][CH:4]=1)(=[O:13])[NH2:2]. Given the reactants [C:1]([C:3]1[CH:11]=[CH:10][C:6]([C:7]([OH:9])=[O:8])=[CH:5][CH:4]=1)#[N:2].S(=O)(=O)(O)[OH:13], predict the reaction product. (6) Given the reactants [Cl:1][C:2]1[CH:3]=[C:4]([C:9]2([CH2:32][NH2:33])[CH2:14][CH2:13][CH2:12][N:11]3[C:15]([C:18]4[CH:23]=[CH:22][C:21]([C:24]5[O:28][C:27]([CH3:29])=[N:26][CH:25]=5)=[C:20]([O:30][CH3:31])[CH:19]=4)=[N:16][N:17]=[C:10]23)[CH:5]=[CH:6][C:7]=1[Cl:8].C(N(CC)CC)C.[C:41](OC(=O)C)(=[O:43])[CH3:42].O, predict the reaction product. The product is: [Cl:1][C:2]1[CH:3]=[C:4]([C:9]2([CH2:32][NH:33][C:41](=[O:43])[CH3:42])[CH2:14][CH2:13][CH2:12][N:11]3[C:15]([C:18]4[CH:23]=[CH:22][C:21]([C:24]5[O:28][C:27]([CH3:29])=[N:26][CH:25]=5)=[C:20]([O:30][CH3:31])[CH:19]=4)=[N:16][N:17]=[C:10]23)[CH:5]=[CH:6][C:7]=1[Cl:8].